From a dataset of Catalyst prediction with 721,799 reactions and 888 catalyst types from USPTO. Predict which catalyst facilitates the given reaction. Reactant: [CH2:1]([C:4]1[C:13]2[O:12][CH2:11][C:10]3=[N:14][CH:15]=[CH:16][N:9]3[C:8]=2[CH:7]=[CH:6][CH:5]=1)C=C.C[N+]1([O-])CC[O:21]CC1. Product: [CH:16]1[N:9]2[C:10]([CH2:11][O:12][C:13]3[C:4]([CH:1]=[O:21])=[CH:5][CH:6]=[CH:7][C:8]=32)=[N:14][CH:15]=1. The catalyst class is: 771.